Dataset: Reaction yield outcomes from USPTO patents with 853,638 reactions. Task: Predict the reaction yield, written as a fraction of the theoretical maximum amount of product (1.0 means a 100% yield; for example, 0.34 means a 34% yield). (1) The reactants are [NH:1]1[CH2:5][CH2:4][CH2:3][CH:2]1[CH2:6][NH2:7].[N:8]1([C:19]([O:21][C:22]([CH3:25])([CH3:24])[CH3:23])=[O:20])[CH2:13][CH2:12][CH2:11][CH:10]([C:14](OCC)=O)[CH2:9]1.C[Al](C)C.O. The catalyst is C1(C)C=CC=CC=1. The product is [CH2:6]1[N:7]=[C:14]([CH:10]2[CH2:11][CH2:12][CH2:13][N:8]([C:19]([O:21][C:22]([CH3:23])([CH3:25])[CH3:24])=[O:20])[CH2:9]2)[N:1]2[CH2:5][CH2:4][CH2:3][CH:2]12. The yield is 0.438. (2) The reactants are [CH2:1]([O:3][C:4]([C:6]1[NH:7][CH:8]=[C:9]([CH2:11][NH:12][C:13]2[CH:18]=[CH:17][C:16]([Cl:19])=[CH:15][CH:14]=2)[CH:10]=1)=[O:5])[CH3:2].C(N(CC)C(C)C)(C)C.[C:29](Cl)(=[O:31])[CH3:30]. The catalyst is C(Cl)Cl. The product is [CH2:1]([O:3][C:4]([C:6]1[NH:7][CH:8]=[C:9]([CH2:11][N:12]([C:29](=[O:31])[CH3:30])[C:13]2[CH:14]=[CH:15][C:16]([Cl:19])=[CH:17][CH:18]=2)[CH:10]=1)=[O:5])[CH3:2]. The yield is 0.820. (3) The product is [CH2:1]([C:5]1[N:10]([CH2:14][C:15]2[CH:16]=[CH:17][C:18]([C:21]3[C:22]([C:27]#[N:28])=[CH:23][CH:24]=[CH:25][CH:26]=3)=[CH:19][CH:20]=2)[C:9](=[O:11])[CH:8]=[C:7]([CH3:12])[N:6]=1)[CH2:2][CH2:3][CH3:4]. The reactants are [CH2:1]([C:5]1[NH:10][C:9](=[O:11])[CH:8]=[C:7]([CH3:12])[N:6]=1)[CH2:2][CH2:3][CH3:4].Br[CH2:14][C:15]1[CH:20]=[CH:19][C:18]([C:21]2[C:22]([C:27]#[N:28])=[CH:23][CH:24]=[CH:25][CH:26]=2)=[CH:17][CH:16]=1.C(=O)([O-])[O-].[Cs+].[Cs+]. The catalyst is C(#N)C. The yield is 0.290. (4) The reactants are I[C:2]1[C:10]2[C:5](=[CH:6][N:7]=[C:8]([C:11]3[CH:12]=[N:13][CH:14]=[CH:15][CH:16]=3)[CH:9]=2)[N:4]([CH2:17][O:18][CH2:19][CH2:20][Si:21]([CH3:24])([CH3:23])[CH3:22])[N:3]=1.[F:25][C:26]1[CH:31]=[CH:30][CH:29]=[C:28]([Sn](CCCC)(CCCC)CCCC)[N:27]=1.[Li+].[Cl-]. The catalyst is CN(C=O)C.[Cu]I.C1C=CC([P]([Pd]([P](C2C=CC=CC=2)(C2C=CC=CC=2)C2C=CC=CC=2)([P](C2C=CC=CC=2)(C2C=CC=CC=2)C2C=CC=CC=2)[P](C2C=CC=CC=2)(C2C=CC=CC=2)C2C=CC=CC=2)(C2C=CC=CC=2)C2C=CC=CC=2)=CC=1. The product is [F:25][C:26]1[N:27]=[C:28]([C:2]2[C:10]3[C:5](=[CH:6][N:7]=[C:8]([C:11]4[CH:12]=[N:13][CH:14]=[CH:15][CH:16]=4)[CH:9]=3)[N:4]([CH2:17][O:18][CH2:19][CH2:20][Si:21]([CH3:24])([CH3:23])[CH3:22])[N:3]=2)[CH:29]=[CH:30][CH:31]=1. The yield is 0.800. (5) The reactants are [F:1][C:2]([F:19])([F:18])[O:3][C:4]1[CH:5]=[C:6]([CH:15]=[CH:16][CH:17]=1)[O:7][C:8]1[CH:9]=[C:10]([CH:12]=[CH:13][CH:14]=1)[NH2:11].[F:20][C:21]([F:34])([O:25][C:26]1[CH:27]=[C:28]([CH:31]=[CH:32][CH:33]=1)[CH:29]=O)[CH:22]([F:24])[F:23].C(O[BH-](OC(=O)C)OC(=O)C)(=O)C.[Na+].C(O)(=O)C. The catalyst is ClC(Cl)C. The product is [F:1][C:2]([F:18])([F:19])[O:3][C:4]1[CH:5]=[C:6]([CH:15]=[CH:16][CH:17]=1)[O:7][C:8]1[CH:9]=[C:10]([NH:11][CH2:29][C:28]2[CH:31]=[CH:32][CH:33]=[C:26]([O:25][C:21]([F:20])([F:34])[CH:22]([F:23])[F:24])[CH:27]=2)[CH:12]=[CH:13][CH:14]=1. The yield is 1.00.